From a dataset of Catalyst prediction with 721,799 reactions and 888 catalyst types from USPTO. Predict which catalyst facilitates the given reaction. (1) Reactant: [NH:1]1[C:10]2[C:5](=[CH:6][CH:7]=[CH:8][CH:9]=2)[C:4](=[O:11])[CH2:3][CH2:2]1.[C:12](=O)([O-])[O-].[K+].[K+].IC. Product: [CH3:12][N:1]1[C:10]2[C:5](=[CH:6][CH:7]=[CH:8][CH:9]=2)[C:4](=[O:11])[CH2:3][CH2:2]1. The catalyst class is: 372. (2) Reactant: I[CH2:2][C:3]([NH:5][CH2:6][CH2:7][O:8][CH2:9][CH2:10][O:11][CH2:12][CH2:13][O:14][CH2:15][CH2:16][O:17][CH2:18][CH2:19][C:20]([O:22][CH3:23])=[O:21])=[O:4].CCN(C(C)C)C(C)C.[SH:33][C:34]([CH3:52])([CH3:51])[CH2:35][N:36]([CH3:50])[CH2:37][CH2:38][O:39][C:40]1[CH:45]=[C:44]([CH2:46][OH:47])[N:43]=[C:42]([CH2:48][OH:49])[CH:41]=1. Product: [OH:47][CH2:46][C:44]1[CH:45]=[C:40]([O:39][CH2:38][CH2:37][N:36]([CH3:50])[CH2:35][C:34]([S:33][CH2:2][C:3]([NH:5][CH2:6][CH2:7][O:8][CH2:9][CH2:10][O:11][CH2:12][CH2:13][O:14][CH2:15][CH2:16][O:17][CH2:18][CH2:19][C:20]([O:22][CH3:23])=[O:21])=[O:4])([CH3:52])[CH3:51])[CH:41]=[C:42]([CH2:48][OH:49])[N:43]=1. The catalyst class is: 3. (3) Reactant: [F:1][C:2]1[C:3]([C:9]2[CH2:14][C:13]([CH3:16])([CH3:15])[CH2:12][C:11]([CH3:18])([CH3:17])[CH:10]=2)=[C:4]([NH2:8])[CH:5]=[CH:6][CH:7]=1.Cl.Cl[CH2:21][CH2:22][NH:23][CH2:24][CH2:25]Cl. Product: [F:1][C:2]1[C:3]([C:9]2[CH2:14][C:13]([CH3:16])([CH3:15])[CH2:12][C:11]([CH3:18])([CH3:17])[CH:10]=2)=[C:4]([N:8]2[CH2:25][CH2:24][NH:23][CH2:22][CH2:21]2)[CH:5]=[CH:6][CH:7]=1. The catalyst class is: 262. (4) Reactant: [C:1]([O:4][C@@H:5]([C@H:8]([C@@H:13]([C@@H:18]([CH2:23][O:24][C:25](=[O:27])[CH3:26])[O:19][C:20](=O)C)[O:14][C:15](=[O:17])[CH3:16])[O:9][C:10](=[O:12])[CH3:11])C=O)(=[O:3])[CH3:2].[BrH:28]. Product: [CH3:26][C:25]([O:24][CH2:23][C@H:18]1[O:19][C@H:20]([Br:28])[C@@H:5]([O:4][C:1]([CH3:2])=[O:3])[C@@H:8]([O:9][C:10]([CH3:11])=[O:12])[C@@H:13]1[O:14][C:15]([CH3:16])=[O:17])=[O:27]. The catalyst class is: 322. (5) Reactant: C(N(CC)CC)C.[CH2:8]([N:10]=[C:11]=[O:12])[CH3:9].[ClH:13].[N:14]12[CH2:21][CH2:20][CH:17]([CH2:18][CH2:19]1)[C@@H:16]([NH:22][C:23]([C:25]1[S:26][C:27]3[C:33]([C:34]4[CH:39]=[CH:38][CH:37]=[CH:36][C:35]=4[CH2:40][OH:41])=[CH:32][CH:31]=[CH:30][C:28]=3[CH:29]=1)=[O:24])[CH2:15]2.C1COCC1. Product: [ClH:13].[CH2:8]([NH:10][C:11](=[O:12])[O:41][CH2:40][C:35]1[CH:36]=[CH:37][CH:38]=[CH:39][C:34]=1[C:33]1[C:27]2[S:26][C:25]([C:23]([NH:22][C@@H:16]3[CH:17]4[CH2:18][CH2:19][N:14]([CH2:21][CH2:20]4)[CH2:15]3)=[O:24])=[CH:29][C:28]=2[CH:30]=[CH:31][CH:32]=1)[CH3:9]. The catalyst class is: 3.